From a dataset of Full USPTO retrosynthesis dataset with 1.9M reactions from patents (1976-2016). Predict the reactants needed to synthesize the given product. Given the product [Br:7][C:8]1[CH:9]=[CH:10][C:11]2[C:12]([CH3:25])([CH3:24])[CH:13]([OH:23])[C:14]3[C:19]([C:20]=2[CH:21]=1)=[CH:18][C:17]([Br:22])=[CH:16][CH:15]=3, predict the reactants needed to synthesize it. The reactants are: [H-].[Al+3].[Li+].[H-].[H-].[H-].[Br:7][C:8]1[CH:9]=[CH:10][C:11]2[C:12]([CH3:25])([CH3:24])[C:13](=[O:23])[C:14]3[C:19]([C:20]=2[CH:21]=1)=[CH:18][C:17]([Br:22])=[CH:16][CH:15]=3.O.[OH-].[Na+].